This data is from Reaction yield outcomes from USPTO patents with 853,638 reactions. The task is: Predict the reaction yield, written as a fraction of the theoretical maximum amount of product (1.0 means a 100% yield; for example, 0.34 means a 34% yield). (1) The reactants are [NH2:1][C:2]1[N:7]=[C:6]([NH:8][C:9]([C:11]2[C:12]([CH3:16])=[N:13][O:14][CH:15]=2)=[O:10])[CH:5]=[N:4][C:3]=1Cl.[F:18][C:19]([F:32])([F:31])[O:20][C:21]1[CH:26]=[CH:25][C:24]([F:27])=[CH:23][C:22]=1B(O)O.C(=O)([O-])[O-].[Cs+].[Cs+]. The catalyst is O1CCOCC1.O. The product is [NH2:1][C:2]1[N:7]=[C:6]([NH:8][C:9]([C:11]2[C:12]([CH3:16])=[N:13][O:14][CH:15]=2)=[O:10])[CH:5]=[N:4][C:3]=1[C:22]1[CH:23]=[C:24]([F:27])[CH:25]=[CH:26][C:21]=1[O:20][C:19]([F:18])([F:31])[F:32]. The yield is 0.110. (2) The reactants are [OH:1][C:2]1[CH:9]=[CH:8][C:5]([CH:6]=[O:7])=[CH:4][CH:3]=1.[C:10](OC(=O)C)(=[O:12])[CH3:11]. The catalyst is N1C=CC=CC=1. The product is [C:10]([O:1][C:2]1[CH:9]=[CH:8][C:5]([CH:6]=[O:7])=[CH:4][CH:3]=1)(=[O:12])[CH3:11]. The yield is 0.930. (3) The reactants are [NH2:1][C:2]1[CH:10]=[C:9]([Cl:11])[CH:8]=[CH:7][C:3]=1[C:4]([OH:6])=[O:5].[Br:12]Br.Br. The catalyst is C(Cl)(Cl)Cl. The product is [NH2:1][C:2]1[CH:10]=[C:9]([Cl:11])[C:8]([Br:12])=[CH:7][C:3]=1[C:4]([OH:6])=[O:5]. The yield is 0.870. (4) The reactants are [C:1]([C:10]1[CH:15]=[CH:14][C:13]([C:16]2[CH:21]=[CH:20][C:19]([C:22]([O:24][CH3:25])=[O:23])=[CH:18][CH:17]=2)=[CH:12][CH:11]=1)#[C:2][CH2:3][CH2:4][CH2:5][CH2:6][CH2:7][CH2:8][CH3:9].C1COCC1. The catalyst is CO.[Pd]. The product is [CH2:1]([C:10]1[CH:15]=[CH:14][C:13]([C:16]2[CH:17]=[CH:18][C:19]([C:22]([O:24][CH3:25])=[O:23])=[CH:20][CH:21]=2)=[CH:12][CH:11]=1)[CH2:2][CH2:3][CH2:4][CH2:5][CH2:6][CH2:7][CH2:8][CH3:9]. The yield is 0.950. (5) The reactants are CC1C=CC(S(O[CH2:12][C:13]2[C:18]([CH3:19])=[C:17]([O:20][CH2:21][CH:22]3[CH2:27][O:26][C:25]([CH3:29])([CH3:28])[O:24][CH2:23]3)[C:16]([CH3:30])=[CH:15][N:14]=2)(=O)=O)=CC=1.[SH:31][C:32]1[NH:33][C:34]2[CH:40]=[CH:39][CH:38]=[CH:37][C:35]=2[N:36]=1.C(N(CC)CC)C.[OH-].[Na+]. The catalyst is C1(C)C=CC=CC=1.O1CCCC1. The product is [CH3:29][C:25]1([CH3:28])[O:24][CH2:23][CH:22]([CH2:21][O:20][C:17]2[C:16]([CH3:30])=[CH:15][N:14]=[C:13]([CH2:12][S:31][C:32]3[NH:36][C:35]4[CH:37]=[CH:38][CH:39]=[CH:40][C:34]=4[N:33]=3)[C:18]=2[CH3:19])[CH2:27][O:26]1. The yield is 0.965. (6) The reactants are C(OC([C:11]1[C:19]2[C:14](=[CH:15][CH:16]=[C:17](OS(C(F)(F)C(F)(F)C(F)(F)C(F)(F)F)(=O)=O)[CH:18]=2)[NH:13][C:12]=1C)=O)C1C=CC=CC=1.C([N:40](CC)CC)C.CN(CC#C)C.C(OCC)(=O)C.CO.C(N(CC)CC)C. The catalyst is C1COCC1.[Cu]I.C1(P([C-]2C=CC=C2)C2C=CC=CC=2)C=CC=CC=1.[C-]1(P(C2C=CC=CC=2)C2C=CC=CC=2)C=CC=C1.[Fe+2].Cl[Pd]Cl. The product is [NH:13]1[C:14]2[C:19](=[CH:18][CH:17]=[CH:16][CH:15]=2)[CH:11]=[C:12]1[NH2:40]. The yield is 0.180.